Dataset: Caco-2 cell permeability data measuring drug intestinal absorption for ~900 compounds. Task: Regression/Classification. Given a drug SMILES string, predict its absorption, distribution, metabolism, or excretion properties. Task type varies by dataset: regression for continuous measurements (e.g., permeability, clearance, half-life) or binary classification for categorical outcomes (e.g., BBB penetration, CYP inhibition). For this dataset (caco2_wang), we predict Y. (1) The compound is N=C(N)c1cccc(-n2nc(C(F)(F)F)cc2C(=O)Nc2ncc(-c3ccccc3S(N)(=O)=O)cn2)c1. The Y is -7.00 log Papp (cm/s). (2) The drug is C=C(C)CNc1ccc(C(C)C(=O)O)cc1. The Y is -4.34 log Papp (cm/s). (3) The drug is C[C@@H]1NC(=O)[C@@H](C)N(C)C(=O)[C@H](C)N(C)C(=O)[C@@H](C)NC(=O)[C@@H](C)N(C)C(=O)[C@H](C)NC1=O. The Y is -5.82 log Papp (cm/s). (4) The drug is Clc1ccc2c(c1)NC(N1CCNCC1)=c1ccccc1=N2. The Y is -4.68 log Papp (cm/s). (5) The drug is C[C@@H]1NC(=O)[C@@H](C)N(C)C(=O)[C@@H](C)N(C)C(=O)[C@H](C)N(C)C(=O)[C@H](C)N(C)C(=O)[C@@H](C)N(C)C1=O. The Y is -5.15 log Papp (cm/s). (6) The compound is C=CC1=C(C)/C(=C\c2[nH]c(Cc3[nH]c(/C=C4/NC(=O)C(C)=C4C=C)c(C)c3CCC(=O)NCCS(=O)(=O)O)c(CCC(=O)NCCS(=O)(=O)O)c2C)NC1=O. The Y is -6.06 log Papp (cm/s).